Dataset: Peptide-MHC class II binding affinity with 134,281 pairs from IEDB. Task: Regression. Given a peptide amino acid sequence and an MHC pseudo amino acid sequence, predict their binding affinity value. This is MHC class II binding data. (1) The peptide sequence is LQSLWANFYELLADA. The MHC is HLA-DPA10103-DPB10301 with pseudo-sequence HLA-DPA10103-DPB10301. The binding affinity (normalized) is 0.334. (2) The peptide sequence is KYVKQNTLKLAT. The MHC is DRB1_0101 with pseudo-sequence DRB1_0101. The binding affinity (normalized) is 0.797. (3) The peptide sequence is AEGGKATTEEQKLIE. The MHC is DRB1_0101 with pseudo-sequence DRB1_0101. The binding affinity (normalized) is 0.112. (4) The peptide sequence is NESVVSYFRPLLWDY. The MHC is DRB1_0101 with pseudo-sequence DRB1_0101. The binding affinity (normalized) is 0.696. (5) The peptide sequence is GTGNIVSAVNMTSRM. The MHC is DRB1_0802 with pseudo-sequence DRB1_0802. The binding affinity (normalized) is 0.808. (6) The peptide sequence is TIAATSFAAAGLAAL. The MHC is HLA-DQA10101-DQB10501 with pseudo-sequence HLA-DQA10101-DQB10501. The binding affinity (normalized) is 0.148. (7) The binding affinity (normalized) is 0.573. The peptide sequence is TRVVLSEMKEAFHGL. The MHC is HLA-DQA10102-DQB10501 with pseudo-sequence HLA-DQA10102-DQB10501. (8) The peptide sequence is KISVQYNLSHSYAVD. The MHC is DRB1_1101 with pseudo-sequence DRB1_1101. The binding affinity (normalized) is 0.549. (9) The peptide sequence is PTPVNIIGRNMLTQIGC. The MHC is HLA-DQA10201-DQB10202 with pseudo-sequence HLA-DQA10201-DQB10202. The binding affinity (normalized) is 0.0192. (10) The peptide sequence is TAAVELARALVRAVA. The MHC is HLA-DQA10501-DQB10301 with pseudo-sequence HLA-DQA10501-DQB10301. The binding affinity (normalized) is 0.670.